From a dataset of NCI-60 drug combinations with 297,098 pairs across 59 cell lines. Regression. Given two drug SMILES strings and cell line genomic features, predict the synergy score measuring deviation from expected non-interaction effect. Drug 1: C1=C(C(=O)NC(=O)N1)F. Drug 2: B(C(CC(C)C)NC(=O)C(CC1=CC=CC=C1)NC(=O)C2=NC=CN=C2)(O)O. Cell line: CAKI-1. Synergy scores: CSS=32.3, Synergy_ZIP=7.05, Synergy_Bliss=7.19, Synergy_Loewe=9.18, Synergy_HSA=9.18.